From a dataset of Experimentally validated miRNA-target interactions with 360,000+ pairs, plus equal number of negative samples. Binary Classification. Given a miRNA mature sequence and a target amino acid sequence, predict their likelihood of interaction. (1) The miRNA is hsa-miR-4457 with sequence UCACAAGGUAUUGACUGGCGUA. The protein sequence of the target gene is MGKNNSKLAPEVLEDLVQNTEFSEQELKQWYKGFLKDCPSGILNLEEFQQLYIKFFPYGDASKFAQHAFRTFDKNGDGTIDFREFICALSVTSRGSFEQKLNWAFEMYDLDGDGRITRLEMLEIIEAIYKMVGTVIMMRMNQDGLTPQQRVDKIFKKMDQDKDDQITLEEFKEAAKSDPSIVLLLQCDMQK. Result: 0 (no interaction). (2) The miRNA is hsa-miR-5689 with sequence AGCAUACACCUGUAGUCCUAGA. The protein sequence of the target gene is MTSERSRIPCLSAAAAEGTGKKQQEGRAMATLDRKVPSPEAFLGKPWSSWIDAAKLHCSDNVDLEEAGKEGGKSREVMRLNKEDMHLFGHYPAHDDFYLVVCSACNQVVKPQVFQSHCERRHGSMCRPSPSPVSPASNPRTSLVQVKTKACLSGHHSASSTSKPFKTPKDNLLTSSSKQHTVFPAKGSRDKPCVPVPVVSLEKIPNLVKADGANVKMNSTTTTAVSASSTSSSAVSTPPLIKPVLMSKSVPPSPEKILNGKGILPTTIDKKHQNGTKNSNKPYRRLSEREFDPNKHCGVL.... Result: 1 (interaction).